This data is from NCI-60 drug combinations with 297,098 pairs across 59 cell lines. The task is: Regression. Given two drug SMILES strings and cell line genomic features, predict the synergy score measuring deviation from expected non-interaction effect. (1) Drug 1: CC1=C2C(C(=O)C3(C(CC4C(C3C(C(C2(C)C)(CC1OC(=O)C(C(C5=CC=CC=C5)NC(=O)C6=CC=CC=C6)O)O)OC(=O)C7=CC=CC=C7)(CO4)OC(=O)C)O)C)OC(=O)C. Drug 2: CS(=O)(=O)CCNCC1=CC=C(O1)C2=CC3=C(C=C2)N=CN=C3NC4=CC(=C(C=C4)OCC5=CC(=CC=C5)F)Cl. Cell line: RXF 393. Synergy scores: CSS=28.5, Synergy_ZIP=3.06, Synergy_Bliss=8.69, Synergy_Loewe=-21.0, Synergy_HSA=10.2. (2) Drug 2: CC1=C(N=C(N=C1N)C(CC(=O)N)NCC(C(=O)N)N)C(=O)NC(C(C2=CN=CN2)OC3C(C(C(C(O3)CO)O)O)OC4C(C(C(C(O4)CO)O)OC(=O)N)O)C(=O)NC(C)C(C(C)C(=O)NC(C(C)O)C(=O)NCCC5=NC(=CS5)C6=NC(=CS6)C(=O)NCCC[S+](C)C)O. Cell line: CCRF-CEM. Drug 1: CC1=CC2C(CCC3(C2CCC3(C(=O)C)OC(=O)C)C)C4(C1=CC(=O)CC4)C. Synergy scores: CSS=8.51, Synergy_ZIP=-1.09, Synergy_Bliss=2.21, Synergy_Loewe=3.04, Synergy_HSA=1.63. (3) Drug 1: C1=NC2=C(N=C(N=C2N1C3C(C(C(O3)CO)O)F)Cl)N. Drug 2: N.N.Cl[Pt+2]Cl. Cell line: HS 578T. Synergy scores: CSS=5.52, Synergy_ZIP=-3.16, Synergy_Bliss=1.19, Synergy_Loewe=-2.11, Synergy_HSA=-0.504. (4) Drug 1: C1CCC(C1)C(CC#N)N2C=C(C=N2)C3=C4C=CNC4=NC=N3. Drug 2: C1=CC(=CC=C1CC(C(=O)O)N)N(CCCl)CCCl.Cl. Cell line: NCIH23. Synergy scores: CSS=24.1, Synergy_ZIP=-4.20, Synergy_Bliss=-1.25, Synergy_Loewe=-2.89, Synergy_HSA=-1.30. (5) Drug 1: CC1C(C(CC(O1)OC2CC(OC(C2O)C)OC3=CC4=CC5=C(C(=O)C(C(C5)C(C(=O)C(C(C)O)O)OC)OC6CC(C(C(O6)C)O)OC7CC(C(C(O7)C)O)OC8CC(C(C(O8)C)O)(C)O)C(=C4C(=C3C)O)O)O)O. Drug 2: CN(CC1=CN=C2C(=N1)C(=NC(=N2)N)N)C3=CC=C(C=C3)C(=O)NC(CCC(=O)O)C(=O)O. Cell line: HS 578T. Synergy scores: CSS=53.2, Synergy_ZIP=2.24, Synergy_Bliss=1.55, Synergy_Loewe=-9.43, Synergy_HSA=0.512.